Regression. Given a peptide amino acid sequence and an MHC pseudo amino acid sequence, predict their binding affinity value. This is MHC class I binding data. From a dataset of Peptide-MHC class I binding affinity with 185,985 pairs from IEDB/IMGT. (1) The peptide sequence is KICEYIRSY. The MHC is HLA-A31:01 with pseudo-sequence HLA-A31:01. The binding affinity (normalized) is 0.0847. (2) The binding affinity (normalized) is 0.285. The peptide sequence is ALEKGIKDV. The MHC is HLA-A02:03 with pseudo-sequence HLA-A02:03. (3) The peptide sequence is NRDGDSYYY. The MHC is HLA-A01:01 with pseudo-sequence HLA-A01:01. The binding affinity (normalized) is 0.301. (4) The peptide sequence is NVTEVKGYTK. The MHC is HLA-A68:01 with pseudo-sequence HLA-A68:01. The binding affinity (normalized) is 0.658. (5) The peptide sequence is EITPIGLA. The MHC is Mamu-B01 with pseudo-sequence Mamu-B01. The binding affinity (normalized) is 0. (6) The peptide sequence is HAVWYVASF. The MHC is HLA-A02:12 with pseudo-sequence HLA-A02:12. The binding affinity (normalized) is 0.0847. (7) The peptide sequence is VLRPGGHFL. The MHC is HLA-E01:03 with pseudo-sequence HLA-E01:03. The binding affinity (normalized) is 0.307.